From a dataset of Full USPTO retrosynthesis dataset with 1.9M reactions from patents (1976-2016). Predict the reactants needed to synthesize the given product. Given the product [OH:34][C:36]12[C:54]3[C:49](=[CH:50][CH:51]=[CH:52][CH:53]=3)[C:48](=[O:55])[C:21]1([NH:22][C:11]([C:4]1[C:5]3[C:10](=[CH:9][CH:8]=[CH:7][CH:6]=3)[N:1]=[N:2][CH:3]=1)=[O:13])[C:20]1[CH:19]=[CH:40][C:41]([CH:45]([CH3:47])[CH3:46])=[CH:42][C:43]=1[O:44]2, predict the reactants needed to synthesize it. The reactants are: [N:1]1[C:10]2[C:5](=[CH:6][CH:7]=[CH:8][CH:9]=2)[C:4]([C:11]([OH:13])=O)=[CH:3][N:2]=1.CCN=C=N[CH2:19][CH2:20][CH2:21][N:22](C)C.C1C=CC2N([OH:34])N=NC=2C=1.N[C:36]12[C:54]3[C:49](=[CH:50][CH:51]=[CH:52][CH:53]=3)[C:48](=[O:55])C1(O)C1[C:43]([O:44]2)=[CH:42][C:41]([CH:45]([CH3:47])[CH3:46])=[CH:40]C=1.